This data is from Reaction yield outcomes from USPTO patents with 853,638 reactions. The task is: Predict the reaction yield, written as a fraction of the theoretical maximum amount of product (1.0 means a 100% yield; for example, 0.34 means a 34% yield). (1) The reactants are [CH2:1]([O:8][C:9]1[CH:14]=[CH:13][C:12](Cl)=[C:11]([N+:16]([O-:18])=[O:17])[CH:10]=1)[C:2]1[CH:7]=[CH:6][CH:5]=[CH:4][CH:3]=1.[SH:19][CH2:20][CH2:21][C:22]([O:24][CH2:25][CH:26]([CH2:31][CH3:32])[CH2:27][CH2:28][CH2:29][CH3:30])=[O:23].C(=O)([O-])[O-].[K+].[K+]. The catalyst is CN(C=O)C.C(OCC)(=O)C. The product is [CH2:1]([O:8][C:9]1[CH:14]=[CH:13][C:12]([S:19][CH2:20][CH2:21][C:22]([O:24][CH2:25][CH:26]([CH2:31][CH3:32])[CH2:27][CH2:28][CH2:29][CH3:30])=[O:23])=[C:11]([N+:16]([O-:18])=[O:17])[CH:10]=1)[C:2]1[CH:7]=[CH:6][CH:5]=[CH:4][CH:3]=1. The yield is 0.670. (2) The reactants are C[O:2][C:3](=[O:47])[CH2:4][O:5][C:6]1[CH:11]=[CH:10][C:9]([CH2:12][NH:13][C:14]([O:16][C:17]([CH3:20])([CH3:19])[CH3:18])=[O:15])=[CH:8][C:7]=1[CH:21]1[CH2:26][CH2:25][N:24]([C:27]([C:29]2[C:37]3[C:32](=[C:33]([O:38][C:39]([F:42])([F:41])[F:40])[CH:34]=[CH:35][CH:36]=3)[N:31]([CH2:43][CH2:44][O:45][CH3:46])[CH:30]=2)=[O:28])[CH2:23][CH2:22]1. The catalyst is CO.[OH-].[Na+]. The product is [C:17]([O:16][C:14]([NH:13][CH2:12][C:9]1[CH:10]=[CH:11][C:6]([O:5][CH2:4][C:3]([OH:47])=[O:2])=[C:7]([CH:21]2[CH2:26][CH2:25][N:24]([C:27]([C:29]3[C:37]4[C:32](=[C:33]([O:38][C:39]([F:40])([F:41])[F:42])[CH:34]=[CH:35][CH:36]=4)[N:31]([CH2:43][CH2:44][O:45][CH3:46])[CH:30]=3)=[O:28])[CH2:23][CH2:22]2)[CH:8]=1)=[O:15])([CH3:20])([CH3:19])[CH3:18]. The yield is 1.00. (3) No catalyst specified. The product is [CH2:79]([N:42]([CH2:38][CH2:39][CH2:40][CH3:41])[C:43]([C:45]1[N:46]=[C:47]([C:59]2[CH:68]=[CH:67][C:62]([C:63]([O:65][CH3:66])=[O:64])=[CH:61][C:60]=2[C:69]([OH:71])=[O:70])[N:48]([CH2:50][CH2:51][N:52]2[CH2:53][CH2:54][N:55]([CH3:58])[CH2:56][CH2:57]2)[CH:49]=1)=[O:44])[CH2:80][CH2:81][CH3:82]. The yield is 0.930. The reactants are C(N(CCCC)C(C1N=C(C2C=CC(C(OC)=O)=CC=2C(O)=O)N(CCC2C=CC=CC=2)C=1)=O)CCC.[CH2:38]([N:42]([CH2:79][CH2:80][CH2:81][CH3:82])[C:43]([C:45]1[N:46]=[C:47]([C:59]2[CH:68]=[CH:67][C:62]([C:63]([O:65][CH3:66])=[O:64])=[CH:61][C:60]=2[C:69]([O:71]CC2C=CC=CC=2)=[O:70])[N:48]([CH2:50][CH2:51][N:52]2[CH2:57][CH2:56][N:55]([CH3:58])[CH2:54][CH2:53]2)[CH:49]=1)=[O:44])[CH2:39][CH2:40][CH3:41]. (4) The reactants are [Cr]([Cl:5])([O-])(=O)=O.[NH+]1C=CC=CC=1.Cl[C:13]1[CH:18]=[CH:17][CH:16]=[C:15]([CH2:19][OH:20])[C:14]=1[NH:21][C:22](=[O:27])[C:23]([CH3:26])([CH3:25])[CH3:24]. The catalyst is C(Cl)Cl. The product is [Cl:5][C:18]1[CH:17]=[CH:16][C:15]([CH:19]=[O:20])=[C:14]([NH:21][C:22](=[O:27])[C:23]([CH3:26])([CH3:25])[CH3:24])[CH:13]=1. The yield is 0.470. (5) The reactants are [CH3:1][C:2]1[C:7]([CH2:8][O:9][C:10]2[CH:23]=[CH:22][C:13]3[C@H:14]([CH2:17][C:18]([O:20]C)=[O:19])[CH2:15][O:16][C:12]=3[CH:11]=2)=[CH:6][CH:5]=[CH:4][C:3]=1[C:24]1[C:29]([CH3:30])=[CH:28][C:27]([O:31][C@H:32]2[CH2:36][CH2:35][O:34][CH2:33]2)=[CH:26][C:25]=1[CH3:37].[OH-].[Li+]. The catalyst is O1CCCC1.CO. The product is [CH3:1][C:2]1[C:7]([CH2:8][O:9][C:10]2[CH:23]=[CH:22][C:13]3[C@H:14]([CH2:17][C:18]([OH:20])=[O:19])[CH2:15][O:16][C:12]=3[CH:11]=2)=[CH:6][CH:5]=[CH:4][C:3]=1[C:24]1[C:25]([CH3:37])=[CH:26][C:27]([O:31][C@H:32]2[CH2:36][CH2:35][O:34][CH2:33]2)=[CH:28][C:29]=1[CH3:30]. The yield is 0.830.